The task is: Predict which catalyst facilitates the given reaction.. This data is from Catalyst prediction with 721,799 reactions and 888 catalyst types from USPTO. (1) Reactant: [CH2:1]([O:3][CH2:4][CH2:5][CH2:6][OH:7])[CH3:2].[C:8](Cl)(=[O:12])[C:9]([Cl:11])=[O:10]. Product: [CH2:1]([O:3][CH2:4][CH2:5][CH2:6][O:7][C:8](=[O:12])[C:9]([Cl:11])=[O:10])[CH3:2]. The catalyst class is: 2. (2) Reactant: [N:1]1[N:2]([C:6]2[CH:31]=[CH:30][CH:29]=[CH:28][C:7]=2[C:8]([N:10]2[C@H:15]([CH3:16])[CH2:14][CH2:13][C@@H:12]([O:17][C:18]3[N:25]=[CH:24][CH:23]=[C:22]([O:26][CH3:27])[C:19]=3[CH:20]=[O:21])[CH2:11]2)=[O:9])[N:3]=[CH:4][CH:5]=1.[CH3:32][Mg]Br. Product: [CH3:27][O:26][C:22]1[CH:23]=[CH:24][N:25]=[C:18]([O:17][C@@H:12]2[CH2:13][CH2:14][C@@H:15]([CH3:16])[N:10]([C:8]([C:7]3[CH:28]=[CH:29][CH:30]=[CH:31][C:6]=3[N:2]3[N:3]=[CH:4][CH:5]=[N:1]3)=[O:9])[CH2:11]2)[C:19]=1[CH:20]([OH:21])[CH3:32]. The catalyst class is: 1.